From a dataset of Full USPTO retrosynthesis dataset with 1.9M reactions from patents (1976-2016). Predict the reactants needed to synthesize the given product. (1) The reactants are: [CH3:1][O:2][C:3]1[CH:4]=[C:5]2[C:10]3=[C:11]([C:13](=O)[C:14](=O)[N:9]3[CH2:8][CH2:7][CH2:6]2)[CH:12]=1.B.C1COCC1. Given the product [CH3:1][O:2][C:3]1[CH:4]=[C:5]2[C:10]3=[C:11]([CH:13]=[CH:14][N:9]3[CH2:8][CH2:7][CH2:6]2)[CH:12]=1, predict the reactants needed to synthesize it. (2) Given the product [CH3:1][C:2]1[C:10]2[C:5](=[C:6]([NH:11][S:12]([C:15]3[S:16][CH:17]=[CH:18][CH:19]=3)(=[O:14])=[O:13])[CH:7]=[CH:8][CH:9]=2)[NH:4][C:3]=1[C:20]([OH:22])=[O:21], predict the reactants needed to synthesize it. The reactants are: [CH3:1][C:2]1[C:10]2[C:5](=[C:6]([NH:11][S:12]([C:15]3[S:16][CH:17]=[CH:18][CH:19]=3)(=[O:14])=[O:13])[CH:7]=[CH:8][CH:9]=2)[NH:4][C:3]=1[C:20]([O:22]CC)=[O:21].[OH-].[Na+].O1CCCC1. (3) The reactants are: [NH2:1][C:2]([NH2:4])=[S:3].C[O-].[Na+].[CH2:8]([CH:15]([C:21](OCC)=[O:22])[C:16](OCC)=[O:17])[C:9]1[CH:14]=[CH:13][CH:12]=[CH:11][CH:10]=1.Cl. Given the product [CH2:8]([CH:15]1[C:21](=[O:22])[NH:4][C:2]([SH:3])=[N:1][C:16]1=[O:17])[C:9]1[CH:14]=[CH:13][CH:12]=[CH:11][CH:10]=1, predict the reactants needed to synthesize it. (4) The reactants are: [Cl:1][C:2]1[CH:3]=[C:4]([S:8]([NH:11][C:12]2[C:17](C(OCC)=O)=[C:16]([CH3:23])[N:15]=[C:14]3[S:24][C:25]([C:28]4[CH:29]=[N:30][NH:31][CH:32]=4)=[C:26]([CH3:27])[C:13]=23)(=[O:10])=[O:9])[CH:5]=[CH:6][CH:7]=1.[OH-].[Na+].C(O)=O.C1(OC2C=CC=CC=2)C=CC=CC=1. Given the product [Cl:1][C:2]1[CH:3]=[C:4]([S:8]([NH:11][C:12]2[CH:17]=[C:16]([CH3:23])[N:15]=[C:14]3[S:24][C:25]([C:28]4[CH:32]=[N:31][NH:30][CH:29]=4)=[C:26]([CH3:27])[C:13]=23)(=[O:9])=[O:10])[CH:5]=[CH:6][CH:7]=1, predict the reactants needed to synthesize it.